Dataset: Catalyst prediction with 721,799 reactions and 888 catalyst types from USPTO. Task: Predict which catalyst facilitates the given reaction. (1) Product: [Cl:19][CH2:18][CH2:17][CH2:16][N:4]1[C:5]2[C:10](=[CH:9][CH:8]=[CH:7][CH:6]=2)[C:2]([CH3:12])([CH3:1])[C:3]1=[O:11]. The catalyst class is: 9. Reactant: [CH3:1][C:2]1([CH3:12])[C:10]2[C:5](=[CH:6][CH:7]=[CH:8][CH:9]=2)[NH:4][C:3]1=[O:11].[H-].[Na+].Br[CH2:16][CH2:17][CH2:18][Cl:19]. (2) Reactant: [CH:1]1([N:6]2[C:11]3[N:12]=[C:13](S(C)=O)[N:14]=[CH:15][C:10]=3[C:9]([CH3:19])=[CH:8][C:7]2=[O:20])[CH2:5][CH2:4][CH2:3][CH2:2]1.[C:21]([O:25][C:26]([N:28]1[CH2:33][CH2:32][N:31](C2C=NC(N)=CC=2)[CH2:30][CH2:29]1)=[O:27])([CH3:24])([CH3:23])[CH3:22]. Product: [C:21]([O:25][C:26]([N:28]1[CH2:29][CH2:30][NH:31][CH2:32][CH:33]1[C:8]1[CH:7]=[N:6][C:11]([NH:12][C:13]2[N:14]=[CH:15][C:10]3[C:9]([CH3:19])=[CH:8][C:7](=[O:20])[N:6]([CH:1]4[CH2:5][CH2:4][CH2:3][CH2:2]4)[C:11]=3[N:12]=2)=[CH:10][CH:9]=1)=[O:27])([CH3:22])([CH3:23])[CH3:24]. The catalyst class is: 11. (3) Reactant: [Cl-:1].C([O:4][C:5]([C:7]1[CH:11]=[C:10]([C:12]2[CH:17]=[CH:16][N:15]=[CH:14][CH:13]=2)[NH:9][C:8]=1[CH2:18][CH2:19][NH3+:20])=O)C.C(=O)([O-])[O-].[K+].[K+]. Product: [ClH:1].[N:15]1[CH:16]=[CH:17][C:12]([C:10]2[NH:9][C:8]3[CH2:18][CH2:19][NH:20][C:5](=[O:4])[C:7]=3[CH:11]=2)=[CH:13][CH:14]=1. The catalyst class is: 8. (4) Reactant: [CH3:1][NH:2][S:3](Cl)(=[O:5])=[O:4].[NH2:7][C:8]1[C:9]([C:18]([C:20]2[CH:25]=[CH:24][C:23]([O:26][CH3:27])=[CH:22][C:21]=2[O:28][CH3:29])=O)=[CH:10][CH:11]=[C:12]2[C:17]=1[N:16]=[CH:15][CH:14]=[CH:13]2.[BH4-].[Na+]. Product: [CH3:29][O:28][C:21]1[CH:22]=[C:23]([O:26][CH3:27])[CH:24]=[CH:25][C:20]=1[CH:18]1[C:9]2[CH:10]=[CH:11][C:12]3[C:17](=[N:16][CH:15]=[CH:14][CH:13]=3)[C:8]=2[NH:7][S:3](=[O:5])(=[O:4])[N:2]1[CH3:1]. The catalyst class is: 17. (5) Reactant: [CH:1]1([CH2:4][NH:5][C:6]2[C:11]([NH2:12])=[CH:10][CH:9]=[CH:8][N:7]=2)[CH2:3][CH2:2]1.[Cl:13][C:14]1[CH:19]=[CH:18][C:17]([C:20](=O)[C:21](O)=[O:22])=[CH:16][CH:15]=1. Product: [Cl:13][C:14]1[CH:19]=[CH:18][C:17]([C:20]2[C:21](=[O:22])[N:5]([CH2:4][CH:1]3[CH2:2][CH2:3]3)[C:6]3[N:7]=[CH:8][CH:9]=[CH:10][C:11]=3[N:12]=2)=[CH:16][CH:15]=1. The catalyst class is: 5.